Dataset: Forward reaction prediction with 1.9M reactions from USPTO patents (1976-2016). Task: Predict the product of the given reaction. Given the reactants [OH:1][CH:2]1[C:7](=[O:8])[CH2:6][CH:5]([C:9]2[CH:14]=[CH:13][N:12]=[CH:11][C:10]=2[N+:15]([O-:17])=[O:16])[O:4][CH:3]1[CH3:18].N1C=CN=C1.[CH3:24][C:25]([Si:28](Cl)([CH3:30])[CH3:29])([CH3:27])[CH3:26], predict the reaction product. The product is: [Si:28]([O:1][CH:2]1[C:7](=[O:8])[CH2:6][CH:5]([C:9]2[CH:14]=[CH:13][N:12]=[CH:11][C:10]=2[N+:15]([O-:17])=[O:16])[O:4][CH:3]1[CH3:18])([C:25]([CH3:27])([CH3:26])[CH3:24])([CH3:30])[CH3:29].